From a dataset of Forward reaction prediction with 1.9M reactions from USPTO patents (1976-2016). Predict the product of the given reaction. (1) Given the reactants [C:1]([O:8][CH3:9])(=[O:7])[CH2:2][C:3]([O:5][CH3:6])=[O:4].[OH:10][C:11]1[CH:18]=[C:17](O)[CH:16]=[CH:15][C:12]=1C=O.N1CCCCC1.C(O)(=O)C, predict the reaction product. The product is: [OH:10][C:11]1[CH:18]=[C:6]2[C:16]([CH:17]=[C:2]([C:1]([O:8][CH3:9])=[O:7])[C:3](=[O:4])[O:5]2)=[CH:15][CH:12]=1. (2) Given the reactants [CH3:1][O:2][C:3]([C:5]1[CH:24]=[CH:23][CH:22]=[CH:21][C:6]=1[O:7][CH2:8][CH2:9][C:10]1[CH:20]=[CH:19][C:13]([O:14][CH2:15][C:16]([OH:18])=O)=[CH:12][CH:11]=1)=[O:4].[CH2:25]([NH:32][CH2:33][CH3:34])[C:26]1[CH:31]=[CH:30][CH:29]=[CH:28][CH:27]=1.F[B-](F)(F)F.N1(OC(N(C)C)=[N+](C)C)C2C=CC=CC=2N=N1.C(N(C(C)C)C(C)C)C, predict the reaction product. The product is: [CH2:25]([N:32]([CH2:33][CH3:34])[C:16](=[O:18])[CH2:15][O:14][C:13]1[CH:12]=[CH:11][C:10]([CH2:9][CH2:8][O:7][C:6]2[CH:21]=[CH:22][CH:23]=[CH:24][C:5]=2[C:3]([O:2][CH3:1])=[O:4])=[CH:20][CH:19]=1)[C:26]1[CH:31]=[CH:30][CH:29]=[CH:28][CH:27]=1. (3) Given the reactants O[C:2]1([C:8]2[S:12][C:11]3[CH:13]=[CH:14][CH:15]=[CH:16][C:10]=3[C:9]=2[CH3:17])[CH2:7][CH2:6][NH:5][CH2:4][CH2:3]1.FC(F)(F)C(O)=O, predict the reaction product. The product is: [CH3:17][C:9]1[C:10]2[CH:16]=[CH:15][CH:14]=[CH:13][C:11]=2[S:12][C:8]=1[C:2]1[CH2:7][CH2:6][NH:5][CH2:4][CH:3]=1. (4) Given the reactants [C:1]([C:3]1[CH:8]=[CH:7][C:6]([N:9]2[C:13]([C:14]3[C:19](=[O:20])[N:18]([CH2:21][CH2:22][C:23](O)=[O:24])[C:17](=[O:26])[N:16]([C:27]4[CH:32]=[CH:31][CH:30]=[C:29]([C:33]([F:36])([F:35])[F:34])[CH:28]=4)[C:15]=3[CH3:37])=[CH:12][CH:11]=[N:10]2)=[CH:5][CH:4]=1)#[N:2].[CH2:38]([N:40]=[C:41]=NCCCN(C)C)C.ON1C2N=CC=CC=2N=N1.C(N(CC)C(C)C)(C)C.CNC.S([O-])(O)(=O)=O.[K+], predict the reaction product. The product is: [C:1]([C:3]1[CH:4]=[CH:5][C:6]([N:9]2[C:13]([C:14]3[C:19](=[O:20])[N:18]([CH2:21][CH2:22][C:23]([N:40]([CH3:41])[CH3:38])=[O:24])[C:17](=[O:26])[N:16]([C:27]4[CH:32]=[CH:31][CH:30]=[C:29]([C:33]([F:34])([F:36])[F:35])[CH:28]=4)[C:15]=3[CH3:37])=[CH:12][CH:11]=[N:10]2)=[CH:7][CH:8]=1)#[N:2]. (5) Given the reactants [CH2:1]([O:8][C:9](=[O:13])[C@H:10]([CH3:12])[NH2:11])[C:2]1[CH:7]=[CH:6][CH:5]=[CH:4][CH:3]=1.C1C=CC2N(O)N=NC=2C=1.C(Cl)CCl.[C:28]([N:35]1[CH2:43][CH2:42][CH2:41][CH2:40][CH:36]1[C:37](O)=[O:38])([O:30][C:31]([CH3:34])([CH3:33])[CH3:32])=[O:29].CN1CCOCC1, predict the reaction product. The product is: [CH2:1]([O:8][C:9]([C@@H:10]([NH:11][C:37]([C@@H:36]1[CH2:40][CH2:41][CH2:42][CH2:43][N:35]1[C:28]([O:30][C:31]([CH3:34])([CH3:33])[CH3:32])=[O:29])=[O:38])[CH3:12])=[O:13])[C:2]1[CH:7]=[CH:6][CH:5]=[CH:4][CH:3]=1.